Dataset: Peptide-MHC class I binding affinity with 185,985 pairs from IEDB/IMGT. Task: Regression. Given a peptide amino acid sequence and an MHC pseudo amino acid sequence, predict their binding affinity value. This is MHC class I binding data. (1) The peptide sequence is PYLFWLAAI. The MHC is Patr-A0901 with pseudo-sequence Patr-A0901. The binding affinity (normalized) is 0.345. (2) The peptide sequence is VMAGVGSPYV. The MHC is HLA-A02:01 with pseudo-sequence HLA-A02:01. The binding affinity (normalized) is 0.490. (3) The binding affinity (normalized) is 0.356. The MHC is HLA-A30:01 with pseudo-sequence HLA-A30:01. The peptide sequence is ELLSYCVSLF. (4) The MHC is HLA-B35:01 with pseudo-sequence HLA-B35:01. The peptide sequence is RAENRTYIY. The binding affinity (normalized) is 0.233. (5) The peptide sequence is KLGALTGTYI. The MHC is HLA-A02:06 with pseudo-sequence HLA-A02:06. The binding affinity (normalized) is 0.384.